This data is from NCI-60 drug combinations with 297,098 pairs across 59 cell lines. The task is: Regression. Given two drug SMILES strings and cell line genomic features, predict the synergy score measuring deviation from expected non-interaction effect. Drug 1: CC1=CC2C(CCC3(C2CCC3(C(=O)C)OC(=O)C)C)C4(C1=CC(=O)CC4)C. Drug 2: CC1=C(N=C(N=C1N)C(CC(=O)N)NCC(C(=O)N)N)C(=O)NC(C(C2=CN=CN2)OC3C(C(C(C(O3)CO)O)O)OC4C(C(C(C(O4)CO)O)OC(=O)N)O)C(=O)NC(C)C(C(C)C(=O)NC(C(C)O)C(=O)NCCC5=NC(=CS5)C6=NC(=CS6)C(=O)NCCC[S+](C)C)O. Cell line: ACHN. Synergy scores: CSS=52.6, Synergy_ZIP=-0.996, Synergy_Bliss=-1.30, Synergy_Loewe=-57.7, Synergy_HSA=-0.0533.